From a dataset of Full USPTO retrosynthesis dataset with 1.9M reactions from patents (1976-2016). Predict the reactants needed to synthesize the given product. (1) Given the product [CH3:21][O:20][C:16]1[CH:15]=[C:14]([NH:13][C:11](=[O:12])[C:10]2[CH:22]=[CH:23][C:7]([CH:2]3[CH2:3][CH2:4][CH2:5][CH2:6][O:1]3)=[N:8][CH:9]=2)[CH:19]=[CH:18][CH:17]=1, predict the reactants needed to synthesize it. The reactants are: [O:1]1[CH2:6][CH2:5][CH2:4][CH:3]=[C:2]1[C:7]1[CH:23]=[CH:22][C:10]([C:11]([NH:13][C:14]2[CH:19]=[CH:18][CH:17]=[C:16]([O:20][CH3:21])[CH:15]=2)=[O:12])=[CH:9][N:8]=1. (2) Given the product [Br:1][C:2]1[CH:7]=[CH:6][C:5]([CH2:8][Br:13])=[C:4]([CH2:10][CH3:11])[CH:3]=1, predict the reactants needed to synthesize it. The reactants are: [Br:1][C:2]1[CH:7]=[CH:6][C:5]([CH2:8]O)=[C:4]([CH2:10][CH3:11])[CH:3]=1.P(Br)(Br)[Br:13]. (3) Given the product [CH2:1]([O:3][C:4]([C:6]1[CH:7]([C:18]([F:21])([F:20])[F:19])[O:8][C:9]2[C:14]([CH:15]=1)=[CH:13][C:12]([Cl:16])=[CH:11][C:10]=2[C:23]#[C:22][C:24]1[CH:29]=[CH:28][C:27]([CH3:30])=[CH:26][CH:25]=1)=[O:5])[CH3:2], predict the reactants needed to synthesize it. The reactants are: [CH2:1]([O:3][C:4]([C:6]1[CH:7]([C:18]([F:21])([F:20])[F:19])[O:8][C:9]2[C:14]([CH:15]=1)=[CH:13][C:12]([Cl:16])=[CH:11][C:10]=2I)=[O:5])[CH3:2].[C:22]([C:24]1[CH:29]=[CH:28][C:27]([CH3:30])=[CH:26][CH:25]=1)#[CH:23].